Dataset: Full USPTO retrosynthesis dataset with 1.9M reactions from patents (1976-2016). Task: Predict the reactants needed to synthesize the given product. (1) The reactants are: [NH2:1][C:2]1[CH:12]=[C:11]([F:13])[CH:10]=[CH:9][C:3]=1[C:4]([NH:6][O:7][CH3:8])=[O:5].[CH3:14][N:15]1[CH:19]=[C:18]([NH:20][C:21]2[CH:26]=[C:25](I)[C:24]([C:28]([F:31])([F:30])[F:29])=[CH:23][N:22]=2)[C:17]([CH3:32])=[N:16]1. Given the product [CH3:14][N:15]1[CH:19]=[C:18]([NH:20][C:21]2[CH:26]=[C:25]([NH:1][C:2]3[CH:12]=[C:11]([F:13])[CH:10]=[CH:9][C:3]=3[C:4]([NH:6][O:7][CH3:8])=[O:5])[C:24]([C:28]([F:30])([F:29])[F:31])=[CH:23][N:22]=2)[C:17]([CH3:32])=[N:16]1, predict the reactants needed to synthesize it. (2) Given the product [NH2:17][C:3]1[CH:4]=[C:5]([CH2:8][NH:9][C:10](=[O:16])[O:11][C:12]([CH3:14])([CH3:13])[CH3:15])[CH:6]=[CH:7][C:2]=1[F:1], predict the reactants needed to synthesize it. The reactants are: [F:1][C:2]1[CH:7]=[CH:6][C:5]([CH2:8][NH:9][C:10](=[O:16])[O:11][C:12]([CH3:15])([CH3:14])[CH3:13])=[CH:4][C:3]=1[N+:17]([O-])=O. (3) Given the product [O:1]1[C:5]2[CH:6]=[CH:7][CH:8]=[CH:9][C:4]=2[CH:3]=[C:2]1[C:10]([NH:12][CH2:13][CH2:14][O:15][C:16]1[CH:26]=[CH:25][C:19]([C:20]([O:22][CH2:23][CH3:24])=[S:28])=[CH:18][CH:17]=1)=[O:11], predict the reactants needed to synthesize it. The reactants are: [O:1]1[C:5]2[CH:6]=[CH:7][CH:8]=[CH:9][C:4]=2[CH:3]=[C:2]1[C:10]([NH:12][CH2:13][CH2:14][O:15][C:16]1[CH:26]=[CH:25][C:19]([C:20]([O:22][CH2:23][CH3:24])=O)=[CH:18][CH:17]=1)=[O:11].P12(SP3(SP(SP(S3)(S1)=S)(=S)S2)=S)=[S:28].C[Si](C)(C)O[Si](C)(C)C. (4) Given the product [CH3:1][O:2][C:3]1[CH:4]=[C:5]([C:11]2[C:15]3([CH2:16][CH2:17][CH2:18][CH2:19]3)[C:14](=[O:20])[N:13]([CH:32]3[CH2:37][CH2:36][NH:35][CH2:34][CH2:33]3)[N:12]=2)[CH:6]=[CH:7][C:8]=1[O:9][CH3:10], predict the reactants needed to synthesize it. The reactants are: [CH3:1][O:2][C:3]1[CH:4]=[C:5]([C:11]2[C:15]3([CH2:19][CH2:18][CH2:17][CH2:16]3)[C:14](=[O:20])[NH:13][N:12]=2)[CH:6]=[CH:7][C:8]=1[O:9][CH3:10].CC1C=CC(S(O[CH:32]2[CH2:37][CH2:36][N:35](C(OC(C)(C)C)=O)[CH2:34][CH2:33]2)(=O)=O)=CC=1. (5) Given the product [CH2:1]([C:9]1[CH:10]=[CH:11][C:12]([C:13]([OH:15])=[O:14])=[CH:20][CH:21]=1)[CH2:2][C:3]1[CH:4]=[CH:5][CH:6]=[CH:7][CH:8]=1, predict the reactants needed to synthesize it. The reactants are: [CH2:1]([C:9]1[CH:21]=[CH:20][C:12]([C:13]([O:15]C(C)(C)C)=[O:14])=[CH:11][CH:10]=1)[CH2:2][C:3]1[CH:8]=[CH:7][CH:6]=[CH:5][CH:4]=1. (6) Given the product [Cl:21][C:17]1[C:16]([F:22])=[C:15]([CH2:14][S:13][C:4]2[N:3]=[C:2]([NH:23][CH:24]([CH2:27][OH:28])[CH2:25][OH:26])[C:11]3[N:10]=[CH:9][C:8](=[O:12])[NH:7][C:6]=3[N:5]=2)[CH:20]=[CH:19][CH:18]=1, predict the reactants needed to synthesize it. The reactants are: Br[C:2]1[C:11]2[N:10]=[CH:9][C:8](=[O:12])[NH:7][C:6]=2[N:5]=[C:4]([S:13][CH2:14][C:15]2[CH:20]=[CH:19][CH:18]=[C:17]([Cl:21])[C:16]=2[F:22])[N:3]=1.[NH2:23][CH:24]([CH2:27][OH:28])[CH2:25][OH:26]. (7) Given the product [C:4]1(/[CH:3]=[CH:2]/[C:1]([NH:12][C:13]2[CH:18]=[CH:17][C:16]([O:19][C:1](=[O:10])/[CH:2]=[CH:3]/[C:4]3[CH:9]=[CH:8][CH:7]=[CH:6][CH:5]=3)=[CH:15][CH:14]=2)=[O:10])[CH:9]=[CH:8][CH:7]=[CH:6][CH:5]=1, predict the reactants needed to synthesize it. The reactants are: [C:1](Cl)(=[O:10])[CH:2]=[CH:3][C:4]1[CH:9]=[CH:8][CH:7]=[CH:6][CH:5]=1.[NH2:12][C:13]1[CH:18]=[CH:17][C:16]([OH:19])=[CH:15][CH:14]=1.ClCCl.Cl.ClCCl.